Dataset: NCI-60 drug combinations with 297,098 pairs across 59 cell lines. Task: Regression. Given two drug SMILES strings and cell line genomic features, predict the synergy score measuring deviation from expected non-interaction effect. Drug 1: CC1=C2C(C(=O)C3(C(CC4C(C3C(C(C2(C)C)(CC1OC(=O)C(C(C5=CC=CC=C5)NC(=O)OC(C)(C)C)O)O)OC(=O)C6=CC=CC=C6)(CO4)OC(=O)C)OC)C)OC. Drug 2: CC1=C(C(=O)C2=C(C1=O)N3CC4C(C3(C2COC(=O)N)OC)N4)N. Cell line: ACHN. Synergy scores: CSS=50.9, Synergy_ZIP=-2.12, Synergy_Bliss=-2.77, Synergy_Loewe=-1.82, Synergy_HSA=1.87.